This data is from Peptide-MHC class II binding affinity with 134,281 pairs from IEDB. The task is: Regression. Given a peptide amino acid sequence and an MHC pseudo amino acid sequence, predict their binding affinity value. This is MHC class II binding data. (1) The peptide sequence is SPPVVSFRETVLDKS. The MHC is DRB5_0101 with pseudo-sequence DRB5_0101. The binding affinity (normalized) is 0.340. (2) The peptide sequence is NIVNMLHGVRDGLVR. The MHC is DRB1_1101 with pseudo-sequence DRB1_1101. The binding affinity (normalized) is 0.196. (3) The peptide sequence is WKSILTDPRVKIMRS. The MHC is DRB1_1101 with pseudo-sequence DRB1_1101. The binding affinity (normalized) is 0.0434. (4) The peptide sequence is RQANFLGKIWPSHKGR. The MHC is DRB1_1302 with pseudo-sequence DRB1_1302. The binding affinity (normalized) is 0.435. (5) The peptide sequence is KEVEEAWASACGGTG. The MHC is DRB3_0101 with pseudo-sequence DRB3_0101. The binding affinity (normalized) is 0.